Dataset: Full USPTO retrosynthesis dataset with 1.9M reactions from patents (1976-2016). Task: Predict the reactants needed to synthesize the given product. Given the product [Cl:18][C:15]1[CH:16]=[CH:17][C:12]([C:6]2[N:7]([CH3:11])[C:8]3[C:4]([C:5]=2[CH2:19][CH2:20][C:21]([N:23]2[CH2:28][CH2:27][C:26]([CH2:30][C:31]4[CH:32]=[CH:33][CH:34]=[CH:35][CH:36]=4)([OH:29])[CH2:25][CH2:24]2)=[O:22])=[CH:3][C:2]([N:37]2[CH2:41][CH2:40][CH2:39][CH2:38]2)=[CH:10][CH:9]=3)=[CH:13][CH:14]=1, predict the reactants needed to synthesize it. The reactants are: Br[C:2]1[CH:3]=[C:4]2[C:8](=[CH:9][CH:10]=1)[N:7]([CH3:11])[C:6]([C:12]1[CH:17]=[CH:16][C:15]([Cl:18])=[CH:14][CH:13]=1)=[C:5]2[CH2:19][CH2:20][C:21]([N:23]1[CH2:28][CH2:27][C:26]([CH2:30][C:31]2[CH:36]=[CH:35][CH:34]=[CH:33][CH:32]=2)([OH:29])[CH2:25][CH2:24]1)=[O:22].[NH:37]1[CH2:41][CH2:40][CH2:39][CH2:38]1.